This data is from Reaction yield outcomes from USPTO patents with 853,638 reactions. The task is: Predict the reaction yield, written as a fraction of the theoretical maximum amount of product (1.0 means a 100% yield; for example, 0.34 means a 34% yield). (1) The reactants are CCCC[N+](CCCC)(CCCC)CCCC.[F-].[Si]([O:26][C@:27]([C:49]1[CH:54]=[CH:53][CH:52]=[CH:51][CH:50]=1)([CH3:48])[C@H:28]([CH3:47])[C:29]([NH:31][C:32]1[N:36]([CH:37]2[CH2:40][CH2:39][CH2:38]2)[C:35]2[CH:41]=[C:42]([C:45]#[N:46])[CH:43]=[CH:44][C:34]=2[N:33]=1)=[O:30])(C(C)(C)C)(C)C. The yield is 0.140. The catalyst is O1CCCC1. The product is [C:45]([C:42]1[CH:43]=[CH:44][C:34]2[N:33]=[C:32]([NH:31][C:29](=[O:30])[C@@H:28]([CH3:47])[C@@:27]([OH:26])([C:49]3[CH:50]=[CH:51][CH:52]=[CH:53][CH:54]=3)[CH3:48])[N:36]([CH:37]3[CH2:38][CH2:39][CH2:40]3)[C:35]=2[CH:41]=1)#[N:46]. (2) The reactants are Br[C:2]1[S:6][C:5]([NH:7][C:8]([NH:10][C:11]2[CH:16]=[CH:15][C:14]([CH3:17])=[CH:13][C:12]=2[C:18]([CH:20]2[CH2:24][CH2:23][CH2:22][CH2:21]2)=[O:19])=[O:9])=[N:4][CH:3]=1.[CH2:25]([O:27][C:28]([C:30]1[N:31]=[C:32]([SH:35])[NH:33][CH:34]=1)=[O:29])[CH3:26]. No catalyst specified. The product is [CH2:25]([O:27][C:28]([C:30]1[N:31]=[C:32]([S:35][C:2]2[S:6][C:5]([NH:7][C:8]([NH:10][C:11]3[CH:16]=[CH:15][C:14]([CH3:17])=[CH:13][C:12]=3[C:18]([CH:20]3[CH2:24][CH2:23][CH2:22][CH2:21]3)=[O:19])=[O:9])=[N:4][CH:3]=2)[NH:33][CH:34]=1)=[O:29])[CH3:26]. The yield is 0.380. (3) The catalyst is C1COCC1. The reactants are [Cl:1][C:2]1[CH:15]=[CH:14][C:13]([C:16]([O:18]C)=[O:17])=[CH:12][C:3]=1[CH2:4][CH:5]1[CH2:10][CH2:9][CH2:8][S:7][C:6]1=[O:11].[OH-:20].[Na+]. The yield is 0.900. The product is [C:16]([C:13]1[CH:14]=[CH:15][C:2]([Cl:1])=[C:3]([CH2:4][CH:5]([CH2:10][CH2:9][CH2:8][SH:7])[C:6]([OH:11])=[O:20])[CH:12]=1)([OH:18])=[O:17]. (4) The yield is 0.820. The product is [Br:1][C:2]1[CH:3]=[CH:4][C:5]([F:9])=[C:6]([CH:7]=1)[O:8][CH2:16][C@H:17]1[CH2:19][O:18]1. No catalyst specified. The reactants are [Br:1][C:2]1[CH:3]=[CH:4][C:5]([F:9])=[C:6]([OH:8])[CH:7]=1.C(=O)([O-])[O-].[K+].[K+].[CH3:16][C:17]([CH3:19])=[O:18]. (5) The yield is 0.270. The product is [ClH:32].[CH2:15]([O:14][C:10]1[C:9]([OH:17])=[C:8]2[C:13]([C:4]([CH2:25][C:24]3[CH:23]=[C:22]([F:21])[C:29]([F:30])=[C:28]([F:31])[CH:27]=3)=[CH:5][N:6]=[CH:7]2)=[CH:12][CH:11]=1)[CH3:16]. The reactants are C(O[CH:4](OCC)[CH2:5][NH:6][CH2:7][C:8]1[CH:13]=[CH:12][CH:11]=[C:10]([O:14][CH2:15][CH3:16])[C:9]=1[OH:17])C.[F:21][C:22]1[CH:23]=[C:24]([CH:27]=[C:28]([F:31])[C:29]=1[F:30])[CH:25]=O.[ClH:32].[NH4+].[OH-].CO. The catalyst is CCO.O. (6) The reactants are Br[C:2]1[CH:7]=[CH:6][C:5]([OH:8])=[CH:4][C:3]=1[CH3:9].[C:10]([O:14][CH2:15][CH3:16])(=[O:13])[CH:11]=[CH2:12].C1(C)C=CC=CC=1P(C1C=CC=CC=1C)C1C=CC=CC=1C.C(N(CC)CC)C. The catalyst is CN(C=O)C.CCOC(C)=O.C([O-])(=O)C.[Pd+2].C([O-])(=O)C. The product is [OH:8][C:5]1[CH:6]=[CH:7][C:2](/[CH:12]=[CH:11]/[C:10]([O:14][CH2:15][CH3:16])=[O:13])=[C:3]([CH3:9])[CH:4]=1. The yield is 0.440. (7) The reactants are [NH:1]1[C:5]2=[N:6][CH:7]=[CH:8][CH:9]=[C:4]2[C:3]([C:10]([C:12]2[CH:13]=[N:14][C:15]([NH:18][CH2:19][C:20]3[CH:25]=[CH:24][C:23]([C:26]([F:29])([F:28])[F:27])=[CH:22][CH:21]=3)=[CH:16][CH:17]=2)=[O:11])=[CH:2]1.[BH4-].[Na+].O. The catalyst is CN(C)C=O.C(O)C. The product is [NH:1]1[C:5]2=[N:6][CH:7]=[CH:8][CH:9]=[C:4]2[C:3]([CH:10]([C:12]2[CH:13]=[N:14][C:15]([NH:18][CH2:19][C:20]3[CH:25]=[CH:24][C:23]([C:26]([F:27])([F:29])[F:28])=[CH:22][CH:21]=3)=[CH:16][CH:17]=2)[OH:11])=[CH:2]1. The yield is 0.300. (8) The reactants are O.C([O:4]CC)C.[C:7]([O:12][CH2:13][CH2:14][CH2:15][Si:16]([CH3:19])([CH3:18])Cl)(=[O:11])[C:8]([CH3:10])=[CH2:9]. The catalyst is C1COCC1. The product is [C:7]([O:12][CH2:13][CH2:14][CH2:15][Si:16]([CH3:19])([CH3:18])[OH:4])(=[O:11])[C:8]([CH3:10])=[CH2:9]. The yield is 0.990. (9) The reactants are C(OC([N:8]1[CH2:13][CH2:12][CH:11]([NH:14][C:15]2[CH:20]=[CH:19][CH:18]=[CH:17][C:16]=2[Cl:21])[CH2:10][CH2:9]1)=O)(C)(C)C.Cl.O1CCOC[CH2:24]1. No catalyst specified. The product is [ClH:21].[Cl:21][C:16]1[CH:17]=[CH:18][CH:19]=[CH:20][C:15]=1[N:14]([CH3:24])[CH:11]1[CH2:10][CH2:9][NH:8][CH2:13][CH2:12]1. The yield is 0.990. (10) The reactants are Br[C:2]1[C:3]([CH2:8][CH:9]2[C:17]3[C:12](=[CH:13][CH:14]=[CH:15][CH:16]=3)[C:11]3([C:29]4[C:20](=[CH:21][C:22]5[O:27][CH2:26][CH2:25][O:24][C:23]=5[CH:28]=4)[O:19][CH2:18]3)[C:10]2=[O:30])=[N:4][CH:5]=[CH:6][CH:7]=1.[CH3:31][S:32]([O-])(=[O:34])=[O:33].[Na+].[Na].N1CCC[C@H]1C(O)=O. The yield is 0.440. The catalyst is CS(C)=O.C(OCC)(=O)C.[Cu](I)I. The product is [CH3:31][S:32]([C:2]1[C:3]([CH2:8][CH:9]2[C:17]3[C:12](=[CH:13][CH:14]=[CH:15][CH:16]=3)[C:11]3([C:29]4[C:20](=[CH:21][C:22]5[O:27][CH2:26][CH2:25][O:24][C:23]=5[CH:28]=4)[O:19][CH2:18]3)[C:10]2=[O:30])=[N:4][CH:5]=[CH:6][CH:7]=1)(=[O:34])=[O:33].